From a dataset of Reaction yield outcomes from USPTO patents with 853,638 reactions. Predict the reaction yield, written as a fraction of the theoretical maximum amount of product (1.0 means a 100% yield; for example, 0.34 means a 34% yield). (1) The reactants are Br[C:2]1[CH:3]=[CH:4][C:5](O)=[C:6]([C:8]2[CH:17]=[CH:16][C:15]3[C:10](=[CH:11][CH:12]=[C:13]([C:18]4[N:22]([CH:23]5[CH2:28][CH2:27][CH2:26][CH2:25][CH2:24]5)[C:21]5[CH:29]=[CH:30][C:31]([C:33]([OH:35])=[O:34])=[CH:32][C:20]=5[N:19]=4)[CH:14]=3)[N:9]=2)[CH:7]=1.[N:37]1(C2C=CC(C(=O)C)=CC=2)[CH:41]=[CH:40][N:39]=[CH:38]1.[OH-].[K+]. The catalyst is C(O)C. The product is [CH:23]1([N:22]2[C:21]3[CH:29]=[CH:30][C:31]([C:33]([OH:35])=[O:34])=[CH:32][C:20]=3[N:19]=[C:18]2[C:13]2[CH:14]=[C:15]3[C:10](=[CH:11][CH:12]=2)[N:9]=[C:8]([C:6]2[CH:7]=[CH:2][C:3]([N:37]4[CH:41]=[CH:40][N:39]=[CH:38]4)=[CH:4][CH:5]=2)[CH:17]=[CH:16]3)[CH2:24][CH2:25][CH2:26][CH2:27][CH2:28]1. The yield is 0.590. (2) The reactants are [CH2:1]([O:3][C:4]1[N:8]([C:9]2[C:17]3[O:16][CH2:15][C@@H:14]([N:18](C(=O)C(F)(F)F)[C:19]4[CH:32]=[CH:31][C:22]5[C@H:23]([CH2:26][C:27]([O:29]C)=[O:28])[CH2:24][O:25][C:21]=5[CH:20]=4)[C:13]=3[CH:12]=[CH:11][CH:10]=2)[C:7]2[CH:39]=[C:40]([F:44])[CH:41]=[C:42]([F:43])[C:6]=2[N:5]=1)[CH3:2].[OH-].[Na+].Cl. The catalyst is O1CCCC1.CO.O. The product is [CH2:1]([O:3][C:4]1[N:8]([C:9]2[C:17]3[O:16][CH2:15][C@@H:14]([NH:18][C:19]4[CH:32]=[CH:31][C:22]5[C@H:23]([CH2:26][C:27]([OH:29])=[O:28])[CH2:24][O:25][C:21]=5[CH:20]=4)[C:13]=3[CH:12]=[CH:11][CH:10]=2)[C:7]2[CH:39]=[C:40]([F:44])[CH:41]=[C:42]([F:43])[C:6]=2[N:5]=1)[CH3:2]. The yield is 0.880. (3) The reactants are [CH3:1][C:2]1[N:7]=[C:6]2[S:8][C:9]3[CH2:13][CH2:12][CH2:11][C:10]=3[C:5]2=[C:4]([C:14]2[CH:19]=[CH:18][C:17]([CH3:20])=[CH:16][CH:15]=2)[C:3]=1[CH2:21][C:22]([O:24][CH3:25])=[O:23].[H-].[Na+].Br[CH:29]1[CH2:33][CH2:32][CH2:31][CH2:30]1.[Cl-].[NH4+]. The catalyst is CN(C=O)C. The product is [CH3:1][C:2]1[N:7]=[C:6]2[S:8][C:9]3[CH2:13][CH2:12][CH2:11][C:10]=3[C:5]2=[C:4]([C:14]2[CH:19]=[CH:18][C:17]([CH3:20])=[CH:16][CH:15]=2)[C:3]=1[CH:21]([CH:29]1[CH2:33][CH2:32][CH2:31][CH2:30]1)[C:22]([O:24][CH3:25])=[O:23]. The yield is 0.180. (4) The reactants are [CH3:1][N:2]([CH2:4][CH:5]1[CH2:10][CH2:9][N:8]([C:11]([NH:13][C:14]2[CH:19]=[C:18]([O:20][C:21]3[CH:26]=[CH:25][C:24]([N+:27]([O-])=O)=[CH:23][C:22]=3[F:30])[N:17]=[CH:16][N:15]=2)=[O:12])[CH2:7][CH2:6]1)[CH3:3]. The catalyst is O1CCCC1.[OH-].[Pd+2].[OH-].[C]. The product is [NH2:27][C:24]1[CH:25]=[CH:26][C:21]([O:20][C:18]2[CH:19]=[C:14]([NH:13][C:11]([N:8]3[CH2:7][CH2:6][CH:5]([CH2:4][N:2]([CH3:3])[CH3:1])[CH2:10][CH2:9]3)=[O:12])[N:15]=[CH:16][N:17]=2)=[C:22]([F:30])[CH:23]=1. The yield is 0.940.